From a dataset of Full USPTO retrosynthesis dataset with 1.9M reactions from patents (1976-2016). Predict the reactants needed to synthesize the given product. (1) Given the product [F:26][C:18]1[CH:19]=[C:20]([N+:23]([O-:25])=[O:24])[CH:21]=[CH:22][C:17]=1[CH:2]([C:1]([O:8][CH3:9])=[O:7])[C:3]([O:5][CH3:6])=[O:4], predict the reactants needed to synthesize it. The reactants are: [C:1]([O:8][CH3:9])(=[O:7])[CH2:2][C:3]([O:5][CH3:6])=[O:4].C([O-])([O-])=O.[K+].[K+].F[C:17]1[CH:22]=[CH:21][C:20]([N+:23]([O-:25])=[O:24])=[CH:19][C:18]=1[F:26]. (2) The reactants are: [CH2:1]([O:3][P:4]([CH:9]=[CH:10][CH:11]1[CH:18]2[CH:14]([O:15]C(C)(C)[O:17]2)[CH:13]([N:21]2[C:25]3[N:26]=[CH:27][N:28]=[C:29]([NH:30][C:31](=[O:38])[C:32]4[CH:37]=[CH:36][CH:35]=[CH:34][CH:33]=4)[C:24]=3[N:23]=[N:22]2)[O:12]1)(=[O:8])[O:5][CH2:6][CH3:7])[CH3:2]. Given the product [CH2:6]([O:5][P:4]([CH:9]=[CH:10][CH:11]1[CH:18]([OH:17])[CH:14]([OH:15])[CH:13]([N:21]2[C:25]3[N:26]=[CH:27][N:28]=[C:29]([NH:30][C:31](=[O:38])[C:32]4[CH:37]=[CH:36][CH:35]=[CH:34][CH:33]=4)[C:24]=3[N:23]=[N:22]2)[O:12]1)(=[O:8])[O:3][CH2:1][CH3:2])[CH3:7], predict the reactants needed to synthesize it. (3) Given the product [Cl:1][C:2]1[CH:3]=[CH:4][C:5]([C:8]2[C:16]3[C:11](=[CH:12][CH:13]=[C:14]([C:17]4[N:18]=[N:25][NH:26][N:27]=4)[CH:15]=3)[NH:10][N:9]=2)=[CH:6][CH:7]=1, predict the reactants needed to synthesize it. The reactants are: [Cl:1][C:2]1[CH:7]=[CH:6][C:5]([C:8]2[C:16]3[C:11](=[CH:12][CH:13]=[C:14]([C:17]#[N:18])[CH:15]=3)[N:10](C3CCCCO3)[N:9]=2)=[CH:4][CH:3]=1.[N:25]([Sn](CCCC)(CCCC)CCCC)=[N+:26]=[N-:27].O1CCOCC1.Cl. (4) Given the product [CH3:35][N:2]([CH3:1])[CH:3]1[CH2:4][CH2:5][N:6]([C:9]2[N:14]3[C:15]([C:33]([NH2:34])=[O:37])=[C:16]([CH2:18][N:19]([CH:30]([CH3:32])[CH3:31])[C@@H:20]4[C:29]5[N:28]=[CH:27][CH:26]=[CH:25][C:24]=5[CH2:23][CH2:22][CH2:21]4)[N:17]=[C:13]3[CH:12]=[CH:11][CH:10]=2)[CH2:7][CH2:8]1, predict the reactants needed to synthesize it. The reactants are: [CH3:1][N:2]([CH3:35])[CH:3]1[CH2:8][CH2:7][N:6]([C:9]2[N:14]3[C:15]([C:33]#[N:34])=[C:16]([CH2:18][N:19]([CH:30]([CH3:32])[CH3:31])[C@@H:20]4[C:29]5[N:28]=[CH:27][CH:26]=[CH:25][C:24]=5[CH2:23][CH2:22][CH2:21]4)[N:17]=[C:13]3[CH:12]=[CH:11][CH:10]=2)[CH2:5][CH2:4]1.S(=O)(=O)(O)[OH:37]. (5) Given the product [F:1][C:2]1[C:3]([N:12]2[CH:16]=[CH:15][CH:14]=[N:13]2)=[C:4]([CH:8]=[CH:9][CH:10]=1)[C:5]([OH:7])=[O:6], predict the reactants needed to synthesize it. The reactants are: [F:1][C:2]1[C:3](I)=[C:4]([CH:8]=[CH:9][CH:10]=1)[C:5]([OH:7])=[O:6].[NH:12]1[CH:16]=[CH:15][CH:14]=[N:13]1.CN[C@@H]1CCCC[C@H]1NC.C([O-])([O-])=O.[Cs+].[Cs+]. (6) Given the product [N+:1]([C:4]1[N:5]=[CH:6][N:7]([C:10]2[CH:15]=[CH:14][CH:13]=[C:12]([C:16]([F:19])([F:18])[F:17])[CH:11]=2)[CH:8]=1)([O-:3])=[O:2], predict the reactants needed to synthesize it. The reactants are: [N+:1]([C:4]1[N:5]=[CH:6][NH:7][CH:8]=1)([O-:3])=[O:2].I[C:10]1[CH:15]=[CH:14][CH:13]=[C:12]([C:16]([F:19])([F:18])[F:17])[CH:11]=1.C(=O)([O-])[O-].[K+].[K+].N1CCC[C@H]1C(O)=O. (7) Given the product [CH3:26][C:16]1[CH:21]=[CH:20][C:19]([S:22]([NH:15][CH2:14][CH2:13][C:4]2[C:5]([O:11][CH3:12])=[CH:6][C:7]([O:9][CH3:10])=[CH:8][C:3]=2[O:2][CH3:1])(=[O:24])=[O:23])=[CH:18][CH:17]=1, predict the reactants needed to synthesize it. The reactants are: [CH3:1][O:2][C:3]1[CH:8]=[C:7]([O:9][CH3:10])[CH:6]=[C:5]([O:11][CH3:12])[C:4]=1[CH2:13][CH2:14][NH2:15].[C:16]1([CH3:26])[CH:21]=[CH:20][C:19]([S:22](Cl)(=[O:24])=[O:23])=[CH:18][CH:17]=1.